Dataset: Forward reaction prediction with 1.9M reactions from USPTO patents (1976-2016). Task: Predict the product of the given reaction. (1) Given the reactants [NH2:1][C:2]1[C:3]2[N:4]([C:8]([C@@H:30]3[CH2:34][CH2:33][CH2:32][NH:31]3)=[N:9][C:10]=2[C:11]2[CH:29]=[CH:28][C:14]([C:15]([NH:17][C:18]3[CH:23]=[C:22]([C:24]([F:27])([F:26])[F:25])[CH:21]=[CH:20][N:19]=3)=[O:16])=[CH:13][CH:12]=2)[CH:5]=[CH:6][N:7]=1.[C:35](O)(=[O:39])[C:36]#[C:37][CH3:38], predict the reaction product. The product is: [NH2:1][C:2]1[C:3]2[N:4]([C:8]([C@@H:30]3[CH2:34][CH2:33][CH2:32][N:31]3[C:35](=[O:39])[C:36]#[C:37][CH3:38])=[N:9][C:10]=2[C:11]2[CH:29]=[CH:28][C:14]([C:15]([NH:17][C:18]3[CH:23]=[C:22]([C:24]([F:25])([F:27])[F:26])[CH:21]=[CH:20][N:19]=3)=[O:16])=[CH:13][CH:12]=2)[CH:5]=[CH:6][N:7]=1. (2) Given the reactants Cl[C:2]1[C:3]([N+:19]([O-:21])=[O:20])=[CH:4][C:5]([CH3:18])=[C:6]([NH:8][C:9](=[O:17])[CH2:10][C:11]2[CH:16]=[CH:15][CH:14]=[CH:13][CH:12]=2)[CH:7]=1.[SH:22][C:23]1[CH:28]=[CH:27][C:26]([OH:29])=[CH:25][CH:24]=1.C(=O)([O-])[O-].[Cs+].[Cs+], predict the reaction product. The product is: [OH:29][C:26]1[CH:27]=[CH:28][C:23]([S:22][C:2]2[C:3]([N+:19]([O-:21])=[O:20])=[CH:4][C:5]([CH3:18])=[C:6]([NH:8][C:9](=[O:17])[CH2:10][C:11]3[CH:16]=[CH:15][CH:14]=[CH:13][CH:12]=3)[CH:7]=2)=[CH:24][CH:25]=1.